Dataset: Full USPTO retrosynthesis dataset with 1.9M reactions from patents (1976-2016). Task: Predict the reactants needed to synthesize the given product. (1) Given the product [NH2:8][CH:9]1[CH2:14][CH2:13][N:12]([CH2:15][CH2:16][OH:17])[CH2:11][CH2:10]1, predict the reactants needed to synthesize it. The reactants are: C([NH:8][CH:9]1[CH2:14][CH2:13][N:12]([CH2:15][CH2:16][OH:17])[CH2:11][CH2:10]1)(OC(C)(C)C)=O.C(O)(C(F)(F)F)=O. (2) Given the product [CH:22]1([C:21]2[C:17]([C@H:12]([CH2:11][C:10](=[O:35])[NH:9][C:3]3[CH:4]=[CH:5][C:6]([Cl:8])=[CH:7][C:2]=3[Cl:1])[CH2:13][CH2:14][C:15]([OH:37])=[O:16])=[N:18][O:19][C:20]=2[C:25]2[CH:29]=[C:28]([CH2:30][C:31]([CH3:32])([CH3:34])[CH3:33])[O:27][N:26]=2)[CH2:24][CH2:23]1, predict the reactants needed to synthesize it. The reactants are: [Cl:1][C:2]1[CH:7]=[C:6]([Cl:8])[CH:5]=[CH:4][C:3]=1[NH:9][C:10](=[O:35])[CH2:11][C@@H:12]([C:17]1[C:21]([CH:22]2[CH2:24][CH2:23]2)=[C:20]([C:25]2[CH:29]=[C:28]([CH2:30][C:31]([CH3:34])([CH3:33])[CH3:32])[O:27][N:26]=2)[O:19][N:18]=1)[CH2:13][CH2:14][CH2:15][OH:16].P([O-])([O-])([O-])=[O:37].Cl([O-])=O.[Na+].Cl[O-].[Na+].S([O-])([O-])=O.[Na+].[Na+]. (3) Given the product [OH:17][C:12]1[C:11]([N:26]2[S:27](=[O:33])(=[O:32])[NH:28][C:29](=[O:31])[CH2:30]2)=[CH:10][C:9]2[C:14]([CH:13]=1)=[CH:15][CH:16]=[C:7]([CH2:6][CH2:5][CH2:4][C:3]([CH3:34])([CH3:35])[CH2:2][OH:1])[CH:8]=2, predict the reactants needed to synthesize it. The reactants are: [OH:1][CH2:2][C:3]([CH3:35])([CH3:34])[CH2:4][CH2:5][CH2:6][C:7]1[CH:8]=[C:9]2[C:14](=[CH:15][CH:16]=1)[CH:13]=[C:12]([O:17]C(=O)C1C=CC=CC=1)[C:11]([N:26]1[CH2:30][C:29](=[O:31])[NH:28][S:27]1(=[O:33])=[O:32])=[CH:10]2.[OH-].[Na+].[OH-].[K+]. (4) The reactants are: [CH3:1][N:2]([CH2:13][C:14]1[N:18]([CH2:19][C@@H:20]2[CH2:25][CH2:24][CH2:23][NH:22][CH2:21]2)[C:17]2[CH:26]=[CH:27][CH:28]=[CH:29][C:16]=2[N:15]=1)[C@H:3]1[C:12]2[N:11]=[CH:10][CH:9]=[CH:8][C:7]=2[CH2:6][CH2:5][CH2:4]1.[CH:30](=O)[CH2:31][CH:32]([CH3:34])[CH3:33].[BH-](OC(C)=O)(OC(C)=O)OC(C)=O.[Na+].C(O)(=O)C. Given the product [CH3:1][N:2]([CH2:13][C:14]1[N:18]([CH2:19][C@@H:20]2[CH2:25][CH2:24][CH2:23][N:22]([CH2:30][CH2:31][CH:32]([CH3:34])[CH3:33])[CH2:21]2)[C:17]2[CH:26]=[CH:27][CH:28]=[CH:29][C:16]=2[N:15]=1)[C@H:3]1[C:12]2[N:11]=[CH:10][CH:9]=[CH:8][C:7]=2[CH2:6][CH2:5][CH2:4]1, predict the reactants needed to synthesize it. (5) Given the product [CH2:1]1[C:9]2[C:4](=[CH:5][CH:6]=[CH:7][CH:8]=2)[CH2:3][CH:2]1[C@H:10]1[NH:15][C:14](=[O:16])[C@@H:13]([CH:17]([CH2:20][CH3:21])[CH2:18][CH3:19])[N:12]([CH2:22][C:23]2[CH:37]=[CH:36][CH:35]=[CH:34][C:24]=2[C:25]([NH:27][CH:28]2[CH2:33][CH2:32][N:31]([CH2:46][CH2:47][O:48][CH3:49])[CH2:30][CH2:29]2)=[O:26])[C:11]1=[O:38], predict the reactants needed to synthesize it. The reactants are: [CH2:1]1[C:9]2[C:4](=[CH:5][CH:6]=[CH:7][CH:8]=2)[CH2:3][CH:2]1[C@H:10]1[NH:15][C:14](=[O:16])[C@@H:13]([CH:17]([CH2:20][CH3:21])[CH2:18][CH3:19])[N:12]([CH2:22][C:23]2[CH:37]=[CH:36][CH:35]=[CH:34][C:24]=2[C:25]([NH:27][CH:28]2[CH2:33][CH2:32][NH:31][CH2:30][CH2:29]2)=[O:26])[C:11]1=[O:38].C(=O)([O-])[O-].[K+].[K+].Br[CH2:46][CH2:47][O:48][CH3:49].ClCCl. (6) Given the product [Cl:1][C:2]1[CH:7]=[C:6]([CH2:8][NH:9][C:10]([C@@H:12]2[CH2:16][C@@H:15]([F:17])[CH2:14][NH:13]2)=[O:11])[CH:5]=[CH:4][N:3]=1, predict the reactants needed to synthesize it. The reactants are: [Cl:1][C:2]1[CH:7]=[C:6]([CH2:8][NH:9][C:10]([C@@H:12]2[CH2:16][C@@H:15]([F:17])[CH2:14][N:13]2C(OC(C)(C)C)=O)=[O:11])[CH:5]=[CH:4][N:3]=1.Cl.O1CCOCC1.